From a dataset of NCI-60 drug combinations with 297,098 pairs across 59 cell lines. Regression. Given two drug SMILES strings and cell line genomic features, predict the synergy score measuring deviation from expected non-interaction effect. (1) Drug 1: CCCCC(=O)OCC(=O)C1(CC(C2=C(C1)C(=C3C(=C2O)C(=O)C4=C(C3=O)C=CC=C4OC)O)OC5CC(C(C(O5)C)O)NC(=O)C(F)(F)F)O. Drug 2: CCN(CC)CCCC(C)NC1=C2C=C(C=CC2=NC3=C1C=CC(=C3)Cl)OC. Cell line: SK-OV-3. Synergy scores: CSS=43.9, Synergy_ZIP=-3.94, Synergy_Bliss=0.445, Synergy_Loewe=-0.659, Synergy_HSA=1.72. (2) Drug 1: CC(C1=C(C=CC(=C1Cl)F)Cl)OC2=C(N=CC(=C2)C3=CN(N=C3)C4CCNCC4)N. Drug 2: COC1=C2C(=CC3=C1OC=C3)C=CC(=O)O2. Cell line: HCC-2998. Synergy scores: CSS=11.1, Synergy_ZIP=2.71, Synergy_Bliss=1.91, Synergy_Loewe=-9.57, Synergy_HSA=-1.83. (3) Drug 1: CC12CCC3C(C1CCC2O)C(CC4=C3C=CC(=C4)O)CCCCCCCCCS(=O)CCCC(C(F)(F)F)(F)F. Drug 2: CCCCCOC(=O)NC1=NC(=O)N(C=C1F)C2C(C(C(O2)C)O)O. Cell line: SR. Synergy scores: CSS=-5.99, Synergy_ZIP=-0.825, Synergy_Bliss=-10.2, Synergy_Loewe=-10.9, Synergy_HSA=-11.6. (4) Drug 1: CN(C)C1=NC(=NC(=N1)N(C)C)N(C)C. Drug 2: C(=O)(N)NO. Cell line: LOX IMVI. Synergy scores: CSS=-1.25, Synergy_ZIP=-1.34, Synergy_Bliss=-4.93, Synergy_Loewe=-4.50, Synergy_HSA=-4.62. (5) Drug 1: C1CN1C2=NC(=NC(=N2)N3CC3)N4CC4. Drug 2: CS(=O)(=O)OCCCCOS(=O)(=O)C. Cell line: ACHN. Synergy scores: CSS=64.8, Synergy_ZIP=-4.49, Synergy_Bliss=-3.00, Synergy_Loewe=-1.23, Synergy_HSA=0.723. (6) Drug 1: CN(C)N=NC1=C(NC=N1)C(=O)N. Drug 2: CC1C(C(CC(O1)OC2CC(OC(C2O)C)OC3=CC4=CC5=C(C(=O)C(C(C5)C(C(=O)C(C(C)O)O)OC)OC6CC(C(C(O6)C)O)OC7CC(C(C(O7)C)O)OC8CC(C(C(O8)C)O)(C)O)C(=C4C(=C3C)O)O)O)O. Cell line: HCT-15. Synergy scores: CSS=-2.40, Synergy_ZIP=0.382, Synergy_Bliss=-0.0696, Synergy_Loewe=-1.81, Synergy_HSA=-2.95. (7) Drug 1: C1CC(=O)NC(=O)C1N2C(=O)C3=CC=CC=C3C2=O. Drug 2: COCCOC1=C(C=C2C(=C1)C(=NC=N2)NC3=CC=CC(=C3)C#C)OCCOC.Cl. Cell line: K-562. Synergy scores: CSS=-1.26, Synergy_ZIP=-1.49, Synergy_Bliss=-2.95, Synergy_Loewe=-7.20, Synergy_HSA=-5.97. (8) Drug 1: CCC(=C(C1=CC=CC=C1)C2=CC=C(C=C2)OCCN(C)C)C3=CC=CC=C3.C(C(=O)O)C(CC(=O)O)(C(=O)O)O. Drug 2: CN1C2=C(C=C(C=C2)N(CCCl)CCCl)N=C1CCCC(=O)O.Cl. Cell line: CAKI-1. Synergy scores: CSS=-2.01, Synergy_ZIP=1.37, Synergy_Bliss=0.474, Synergy_Loewe=-6.19, Synergy_HSA=-4.04.